Predict hERG channel inhibition at various concentrations. From a dataset of hERG Central: cardiac toxicity at 1µM, 10µM, and general inhibition. (1) Results: hERG_inhib (hERG inhibition (general)): blocker. The molecule is Cc1ccc(C(C(=O)NC2CCCCC2)N(Cc2cccnc2)C(=O)C2COc3ccccc3O2)o1. (2) Results: hERG_inhib (hERG inhibition (general)): blocker. The drug is CCCCCCn1c(SCCOC)nc2c1c(=O)[nH]c(=O)n2C. (3) The compound is Cc1cc(C)c(S(=O)(=O)NCC2CCC(C(=O)NCCCN3CCC(C)CC3)CC2)c(C)c1. Results: hERG_inhib (hERG inhibition (general)): blocker. (4) The compound is CCN(CC)CCNC(=O)c1ccc(Sc2ccc(C)cc2)c(NC(C)=O)c1. Results: hERG_inhib (hERG inhibition (general)): blocker. (5) The compound is CC(=O)c1c(N2CCN(c3ccc(F)cc3)CC2)nc(=S)n(-c2ccccc2)c1C. Results: hERG_inhib (hERG inhibition (general)): blocker.